Task: Predict which catalyst facilitates the given reaction.. Dataset: Catalyst prediction with 721,799 reactions and 888 catalyst types from USPTO (1) Reactant: Br[C:2]1[CH:22]=[CH:21][C:5]([CH2:6][S:7]([NH:10][C:11]2[CH:19]=[CH:18][C:14]([C:15]([OH:17])=[O:16])=[C:13]([OH:20])[CH:12]=2)(=[O:9])=[O:8])=[CH:4][CH:3]=1.[F:23][C:24]1[CH:29]=[CH:28][C:27]([F:30])=[CH:26][C:25]=1B(O)O.CCN(C(C)C)C(C)C.C(Cl)Cl. Product: [F:23][C:24]1[CH:29]=[CH:28][C:27]([F:30])=[CH:26][C:25]=1[C:2]1[CH:22]=[CH:21][C:5]([CH2:6][S:7]([NH:10][C:11]2[CH:19]=[CH:18][C:14]([C:15]([OH:17])=[O:16])=[C:13]([OH:20])[CH:12]=2)(=[O:9])=[O:8])=[CH:4][CH:3]=1. The catalyst class is: 140. (2) Reactant: [Si](Cl)(Cl)(C)C.[CH3:6][C:7]1[CH:8]=[C:9]([C:14]2[CH:22]=[CH:21][CH:20]=[C:19]3[C:15]=2[CH:16]=[C:17]([CH3:23])[CH-:18]3)[CH:10]=[C:11]([CH3:13])[CH:12]=1.[Li+]. Product: [CH3:13][C:11]1[CH:10]=[C:9]([C:14]2[CH:22]=[CH:21][CH:20]=[C:19]3[C:15]=2[CH:16]=[C:17]([CH3:23])[CH2:18]3)[CH:8]=[C:7]([CH3:6])[CH:12]=1. The catalyst class is: 1. (3) The catalyst class is: 598. Reactant: N(C(C)C)C(C)C.[Li]CCCC.[Br:13][C:14]1[CH:15]=[C:16]([C:20]([O:22][CH3:23])=[O:21])[N:17]([CH3:19])[CH:18]=1.CON(C)[C:27]([CH:29]1[CH2:34][CH2:33][CH2:32][CH2:31][CH2:30]1)=[O:28]. Product: [Br:13][C:14]1[CH:15]=[C:16]([C:20]([O:22][CH3:23])=[O:21])[N:17]([CH3:19])[C:18]=1[C:27]([CH:29]1[CH2:34][CH2:33][CH2:32][CH2:31][CH2:30]1)=[O:28]. (4) The catalyst class is: 1. Product: [F:1][C:2]1[CH:3]=[C:4]2[C:8](=[CH:9][CH:10]=1)[NH:7][C:6](=[O:11])[C:5]2=[C:37]1[C:38]2[C:34](=[CH:33][CH:32]=[C:31]([CH2:30][CH2:29][CH2:28][OH:27])[CH:39]=2)[CH2:35][O:36]1. Reactant: [F:1][C:2]1[CH:3]=[C:4]2[C:8](=[CH:9][CH:10]=1)[NH:7][C:6](=[O:11])[CH2:5]2.[Li+].C[Si]([N-][Si](C)(C)C)(C)C.C1COCC1.[OH:27][CH2:28][CH2:29][CH2:30][C:31]1[CH:39]=[C:38]2[C:34]([CH2:35][O:36][C:37]2=O)=[CH:33][CH:32]=1. (5) Reactant: [NH2:1][C:2]1[CH:7]=[CH:6][C:5]([O:8][C:9]([F:12])([F:11])[F:10])=[CH:4][C:3]=1[C:13]([C:15]1[CH:20]=[CH:19][C:18]([F:21])=[CH:17][CH:16]=1)=O.[F:22][C:23]([F:31])([F:30])[C:24](=[O:29])[CH2:25][C:26](=O)[CH3:27].C(O)(C)C. Product: [F:22][C:23]([F:31])([F:30])[C:24]([C:25]1[C:26]([CH3:27])=[N:1][C:2]2[C:3]([C:13]=1[C:15]1[CH:20]=[CH:19][C:18]([F:21])=[CH:17][CH:16]=1)=[CH:4][C:5]([O:8][C:9]([F:12])([F:11])[F:10])=[CH:6][CH:7]=2)=[O:29]. The catalyst class is: 644.